Task: Predict the product of the given reaction.. Dataset: Forward reaction prediction with 1.9M reactions from USPTO patents (1976-2016) (1) Given the reactants [C:1]1([O:11][CH2:12][C:13]([N:15]2[C@H:19]([C:20]([O:22]C)=[O:21])[CH2:18][S:17][CH:16]2[C:24]2[CH:29]=[CH:28][CH:27]=[CH:26][CH:25]=2)=[O:14])[C:10]2[C:5](=[CH:6][CH:7]=[CH:8][CH:9]=2)[CH:4]=[CH:3][CH:2]=1.O.[Li+].[OH-], predict the reaction product. The product is: [C:1]1([O:11][CH2:12][C:13]([N:15]2[C@H:19]([C:20]([OH:22])=[O:21])[CH2:18][S:17][CH:16]2[C:24]2[CH:29]=[CH:28][CH:27]=[CH:26][CH:25]=2)=[O:14])[C:10]2[C:5](=[CH:6][CH:7]=[CH:8][CH:9]=2)[CH:4]=[CH:3][CH:2]=1. (2) The product is: [N:1]1([CH2:5][C@H:6]([NH:7][C:20]2[C:21]3[CH:29]=[N:28][CH:27]=[C:26]([C:30]([NH2:32])=[O:31])[C:22]=3[N:23]=[CH:24][N:25]=2)[C:8]2[CH:13]=[CH:12][C:11]([Cl:14])=[C:10]([C:15]([F:18])([F:16])[F:17])[CH:9]=2)[CH2:4][CH2:3][CH2:2]1. Given the reactants [N:1]1([CH2:5][C@@H:6]([C:8]2[CH:13]=[CH:12][C:11]([Cl:14])=[C:10]([C:15]([F:18])([F:17])[F:16])[CH:9]=2)[NH2:7])[CH2:4][CH2:3][CH2:2]1.O[C:20]1[C:21]2[CH:29]=[N:28][CH:27]=[C:26]([C:30]([NH2:32])=[O:31])[C:22]=2[N:23]=[CH:24][N:25]=1, predict the reaction product.